Predict which catalyst facilitates the given reaction. From a dataset of Catalyst prediction with 721,799 reactions and 888 catalyst types from USPTO. (1) Reactant: [C:1]1([CH2:7][CH2:8][C:9]([OH:11])=O)[CH:6]=[CH:5][CH:4]=[CH:3][CH:2]=1.CN(C=O)C.[Cl:17][C:18]1[CH:19]=[C:20]([C:24]2[C:29]([NH2:30])=[C:28]([CH3:31])[N:27]=[C:26]([S:32][CH3:33])[N:25]=2)[CH:21]=[CH:22][CH:23]=1.N1C=CC=CC=1. Product: [Cl:17][C:18]1[CH:19]=[C:20]([C:24]2[C:29]([NH:30][C:9](=[O:11])[CH2:8][CH2:7][C:1]3[CH:2]=[CH:3][CH:4]=[CH:5][CH:6]=3)=[C:28]([CH3:31])[N:27]=[C:26]([S:32][CH3:33])[N:25]=2)[CH:21]=[CH:22][CH:23]=1. The catalyst class is: 309. (2) Reactant: [NH2:1][CH:2]([C:7]1[CH:12]=[CH:11][CH:10]=[C:9]([O:13][CH3:14])[CH:8]=1)[CH2:3][C:4]([OH:6])=O.[F:15][C:16]([F:27])([F:26])[C:17](O[C:17](=[O:18])[C:16]([F:27])([F:26])[F:15])=[O:18]. Product: [F:15][C:16]([F:27])([F:26])[C:17]([NH:1][CH:2]1[C:7]2[C:12](=[CH:11][CH:10]=[C:9]([O:13][CH3:14])[CH:8]=2)[C:4](=[O:6])[CH2:3]1)=[O:18]. The catalyst class is: 55. (3) Reactant: [CH:1]1([CH2:4][N:5]2[CH:9]=[C:8]([N+:10]([O-])=O)[N:7]=[C:6]2[C:13]([O:15][CH2:16][CH3:17])=[O:14])[CH2:3][CH2:2]1.[H][H]. Product: [NH2:10][C:8]1[N:7]=[C:6]([C:13]([O:15][CH2:16][CH3:17])=[O:14])[N:5]([CH2:4][CH:1]2[CH2:2][CH2:3]2)[CH:9]=1. The catalyst class is: 446. (4) Reactant: [OH-].[NH4+:2].[CH2:3]([O:10][CH2:11][C:12]1[N:13]([CH2:26][C:27]([CH3:30])([OH:29])[CH3:28])[C:14]2[C:23]3[CH:22]=[CH:21][CH:20]=[CH:19][C:18]=3[N+:17]([O-])=[CH:16][C:15]=2[N:25]=1)[C:4]1[CH:9]=[CH:8][CH:7]=[CH:6][CH:5]=1.C1(C)C=CC(S(Cl)(=O)=O)=CC=1. Product: [NH2:2][C:16]1[C:15]2[N:25]=[C:12]([CH2:11][O:10][CH2:3][C:4]3[CH:9]=[CH:8][CH:7]=[CH:6][CH:5]=3)[N:13]([CH2:26][C:27]([CH3:30])([OH:29])[CH3:28])[C:14]=2[C:23]2[CH:22]=[CH:21][CH:20]=[CH:19][C:18]=2[N:17]=1. The catalyst class is: 4. (5) Reactant: [H-].[Al+3].[Li+].[H-].[H-].[H-].[CH3:7][O:8][CH:9]([O:23][CH3:24])[CH:10]([S:15][CH2:16][C:17]1[CH:22]=[CH:21][CH:20]=[CH:19][CH:18]=1)[CH2:11][N+:12]([O-])=O.O.[OH-].[Na+]. Product: [CH2:16]([S:15][CH:10]([CH:9]([O:8][CH3:7])[O:23][CH3:24])[CH2:11][NH2:12])[C:17]1[CH:22]=[CH:21][CH:20]=[CH:19][CH:18]=1. The catalyst class is: 54. (6) Reactant: [CH2:1]([NH:4][C:5]1[N:6]=[C:7](Cl)[C:8]2[CH:13]=[CH:12][N:11]([CH:14]([CH3:16])[CH3:15])[C:9]=2[N:10]=1)[CH2:2][CH3:3].[CH3:18][CH:19]([NH2:21])[CH3:20].C(=O)([O-])[O-].[K+].[K+].O. Product: [CH2:1]([NH:4][C:5]1[N:6]=[C:7]([NH:21][CH:19]([CH3:20])[CH3:18])[C:8]2[CH:13]=[CH:12][N:11]([CH:14]([CH3:16])[CH3:15])[C:9]=2[N:10]=1)[CH2:2][CH3:3]. The catalyst class is: 51. (7) Reactant: [Cl:1][C:2]1[C:11]2[C:6](=[CH:7][CH:8]=[CH:9][CH:10]=2)[CH:5]=[N:4][CH:3]=1.[N+]([O-])([O-])=O.[K+].[NH3:17]. Product: [ClH:1].[Cl:1][C:2]1[C:11]2[C:6](=[CH:7][CH:8]=[CH:9][C:10]=2[NH:17][CH:11]2[CH2:6][CH2:5][NH:4][CH2:3][CH2:2]2)[CH:5]=[N:4][CH:3]=1. The catalyst class is: 65. (8) Reactant: [CH3:1][C:2]1[C:11]2[C:6](=[CH:7][CH:8]=[CH:9][CH:10]=2)[N:5]=[C:4]([CH2:12][N:13]2[C:22](=[O:23])[C:21]3[N:20]([CH2:24][C:25]#[C:26][CH3:27])[C:19](Br)=[N:18][C:17]=3[N:16]([CH3:29])[C:14]2=[O:15])[N:3]=1.C(=O)([O-])[O-].[K+].[K+].C([C@](C(O)=O)(O)[C@](C(=O)C1C=CC=CC=1)(O)C(O)=O)(=O)C1C=CC=CC=1.[NH:62]1[CH2:67][CH2:66][CH2:65][C@@H:64]([NH2:68])[CH2:63]1. Product: [CH3:27][C:26]#[C:25][CH2:24][N:20]1[C:19]([N:62]2[CH2:63][C@H:64]([NH2:68])[CH2:65][CH2:66][CH2:67]2)=[N:18][C:17]2[N:16]([CH3:29])[C:14]([N:13]([CH2:12][C:4]3[N:3]=[C:2]([CH3:1])[C:11]4[CH:10]=[CH:9][CH:8]=[CH:7][C:6]=4[N:5]=3)[C:22](=[O:23])[C:21]1=2)=[O:15]. The catalyst class is: 824.